Dataset: Peptide-MHC class I binding affinity with 185,985 pairs from IEDB/IMGT. Task: Regression. Given a peptide amino acid sequence and an MHC pseudo amino acid sequence, predict their binding affinity value. This is MHC class I binding data. (1) The peptide sequence is PLSPDTCLLA. The MHC is HLA-A02:03 with pseudo-sequence HLA-A02:03. The binding affinity (normalized) is 0.155. (2) The peptide sequence is KASQTNDSY. The MHC is HLA-B58:01 with pseudo-sequence HLA-B58:01. The binding affinity (normalized) is 0.689. (3) The peptide sequence is REPWDEWVVEV. The MHC is Mamu-A11 with pseudo-sequence Mamu-A11. The binding affinity (normalized) is 0.812. (4) The peptide sequence is YREAGIPVL. The MHC is HLA-A30:01 with pseudo-sequence HLA-A30:01. The binding affinity (normalized) is 0.0847. (5) The peptide sequence is AQLTRQLNM. The MHC is H-2-Dd with pseudo-sequence H-2-Dd. The binding affinity (normalized) is 0.0204. (6) The peptide sequence is ESTINLLPY. The MHC is HLA-B46:01 with pseudo-sequence HLA-B46:01. The binding affinity (normalized) is 0.0847.